This data is from Catalyst prediction with 721,799 reactions and 888 catalyst types from USPTO. The task is: Predict which catalyst facilitates the given reaction. (1) Reactant: [CH:1]1([NH:4][C:5]([C:7]2[CH:8]=[CH:9][C:10]([CH3:25])=[C:11]([NH:13][C:14]([C:16]3[CH:24]=[C:23]4[C:19]([CH:20]=[CH:21][NH:22]4)=[CH:18][CH:17]=3)=[O:15])[CH:12]=2)=[O:6])[CH2:3][CH2:2]1.[H-].[Na+].[CH:28](Br)([CH3:30])[CH3:29]. Product: [CH:1]1([NH:4][C:5]([C:7]2[CH:8]=[CH:9][C:10]([CH3:25])=[C:11]([NH:13][C:14]([C:16]3[CH:24]=[C:23]4[C:19]([CH:20]=[CH:21][N:22]4[CH:28]([CH3:30])[CH3:29])=[CH:18][CH:17]=3)=[O:15])[CH:12]=2)=[O:6])[CH2:2][CH2:3]1. The catalyst class is: 3. (2) Reactant: [C:1](=[O:4])([OH:3])[OH:2].[C:5](Cl)([CH3:7])=[CH2:6].[N+:9]([C:12]1[CH:17]=[CH:16][C:15](O)=[CH:14][CH:13]=1)([O-:11])=[O:10].C(Cl)(Cl)Cl. Product: [C:1](=[O:3])([O:2][C:15]1[CH:16]=[CH:17][C:12]([N+:9]([O-:11])=[O:10])=[CH:13][CH:14]=1)[O:4][C:5]([CH3:7])=[CH2:6]. The catalyst class is: 17. (3) Reactant: [C:1]1([Li])C=CC=CC=1.[I-].C[P+](C1C=CC=CC=1)(C1C=CC=CC=1)C1C=CC=CC=1.[CH2:29]([O:31][C:32](=[O:54])[C:33]([CH3:53])([CH3:52])[CH2:34][CH2:35][CH2:36][CH2:37][C:38](=O)[CH2:39][CH2:40][CH2:41][CH2:42][C:43]([CH3:50])([CH3:49])[C:44]([O:46][CH2:47][CH3:48])=[O:45])[CH3:30]. Product: [CH2:29]([O:31][C:32](=[O:54])[C:33]([CH3:53])([CH3:52])[CH2:34][CH2:35][CH2:36][CH2:37][C:38](=[CH2:1])[CH2:39][CH2:40][CH2:41][CH2:42][C:43]([CH3:50])([CH3:49])[C:44]([O:46][CH2:47][CH3:48])=[O:45])[CH3:30]. The catalyst class is: 1. (4) Reactant: Br.[NH2:2][C:3]1[N:8]=[C:7]([C:9](=O)[CH2:10]Br)[CH:6]=[CH:5][N:4]=1.[CH:13]1([CH2:16][NH2:17])[CH2:15][CH2:14]1.[NH:18]1[CH2:23][CH2:22][C:21](=O)[CH2:20][C:19]1=[O:25]. Product: [NH2:2][C:3]1[N:8]=[C:7]([C:9]2[N:17]([CH2:16][CH:13]3[CH2:15][CH2:14]3)[C:21]3[CH2:22][CH2:23][NH:18][C:19](=[O:25])[C:20]=3[CH:10]=2)[CH:6]=[CH:5][N:4]=1. The catalyst class is: 8. (5) Reactant: [Br:1][C:2]1[CH:3]=[CH:4][C:5]2[NH:9][S:8](=[O:11])(=[O:10])[N:7]([CH3:12])[C:6]=2[CH:13]=1.CN1[C:19](=O)[CH2:18][CH2:17][CH2:16]1.C(=O)([O-])[O-].[Cs+].[Cs+].BrCC1CC1. Product: [Br:1][C:2]1[CH:3]=[CH:4][C:5]2[N:9]([CH2:16][CH:17]3[CH2:19][CH2:18]3)[S:8](=[O:11])(=[O:10])[N:7]([CH3:12])[C:6]=2[CH:13]=1. The catalyst class is: 684. (6) Reactant: [CH:1]1[C:10]2[C:5](=[CH:6][CH:7]=[CH:8][CH:9]=2)[CH:4]=[CH:3][C:2]=1[CH2:11][CH2:12][CH2:13][C:14]1[O:18][N:17]=[C:16]([C:19]([OH:21])=O)[CH:15]=1.[O:22]1[CH2:27][CH2:26][O:25][CH2:24][CH:23]1[CH2:28][NH2:29].C(N(CC)CC)C.ON1C2C=CC=CC=2N=N1.Cl.C(N=C=NCCCN(C)C)C. Product: [O:22]1[CH2:27][CH2:26][O:25][CH2:24][CH:23]1[CH2:28][NH:29][C:19]([C:16]1[CH:15]=[C:14]([CH2:13][CH2:12][CH2:11][C:2]2[CH:3]=[CH:4][C:5]3[C:10](=[CH:9][CH:8]=[CH:7][CH:6]=3)[CH:1]=2)[O:18][N:17]=1)=[O:21]. The catalyst class is: 22.